This data is from CYP2D6 inhibition data for predicting drug metabolism from PubChem BioAssay. The task is: Regression/Classification. Given a drug SMILES string, predict its absorption, distribution, metabolism, or excretion properties. Task type varies by dataset: regression for continuous measurements (e.g., permeability, clearance, half-life) or binary classification for categorical outcomes (e.g., BBB penetration, CYP inhibition). Dataset: cyp2d6_veith. The molecule is N=C(N)c1ccc(-c2ccc(-c3ccc(C(=N)N)cc3)o2)cc1. The result is 0 (non-inhibitor).